The task is: Regression. Given a peptide amino acid sequence and an MHC pseudo amino acid sequence, predict their binding affinity value. This is MHC class II binding data.. This data is from Peptide-MHC class II binding affinity with 134,281 pairs from IEDB. (1) The peptide sequence is ISEWQPSKGWNDWEN. The MHC is HLA-DQA10303-DQB10402 with pseudo-sequence HLA-DQA10303-DQB10402. The binding affinity (normalized) is 0.307. (2) The binding affinity (normalized) is 0.383. The MHC is HLA-DPA10201-DPB10101 with pseudo-sequence HLA-DPA10201-DPB10101. The peptide sequence is EVVNDVSTFSSGLVW. (3) The peptide sequence is DCISIGPGSTGLNIT. The MHC is HLA-DQA10301-DQB10302 with pseudo-sequence HLA-DQA10301-DQB10302. The binding affinity (normalized) is 0.136. (4) The peptide sequence is ERTVRVLDTVEKWLA. The MHC is DRB3_0202 with pseudo-sequence DRB3_0202. The binding affinity (normalized) is 0. (5) The peptide sequence is TDALRTLGSTSADEV. The MHC is DRB1_0405 with pseudo-sequence DRB1_0405. The binding affinity (normalized) is 0.444. (6) The peptide sequence is VFKEKVDTRAKDPPA. The MHC is DRB3_0101 with pseudo-sequence DRB3_0101. The binding affinity (normalized) is 0. (7) The binding affinity (normalized) is 0.515. The MHC is DRB1_0901 with pseudo-sequence DRB1_0901. The peptide sequence is GPPVEASAAALAGDA. (8) The peptide sequence is PVGEIYKRWIIMGLN. The MHC is DRB1_0101 with pseudo-sequence DRB1_0101. The binding affinity (normalized) is 0.260. (9) The peptide sequence is EFEPPHAATIRVLAL. The MHC is DRB1_1501 with pseudo-sequence DRB1_1501. The binding affinity (normalized) is 0.222.